This data is from Reaction yield outcomes from USPTO patents with 853,638 reactions. The task is: Predict the reaction yield, written as a fraction of the theoretical maximum amount of product (1.0 means a 100% yield; for example, 0.34 means a 34% yield). (1) The reactants are [H-].[Na+].[I:3][C:4]1[C:12]2[C:7](=[N:8][CH:9]=[C:10]([C:13]3[CH:18]=[CH:17][CH:16]=[CH:15][CH:14]=3)[CH:11]=2)[NH:6][CH:5]=1.[C:19]1([CH3:29])[CH:24]=[CH:23][C:22]([S:25](Cl)(=[O:27])=[O:26])=[CH:21][CH:20]=1. The catalyst is CN(C=O)C.O.C(OCC)(=O)C. The product is [I:3][C:4]1[C:12]2[C:7](=[N:8][CH:9]=[C:10]([C:13]3[CH:18]=[CH:17][CH:16]=[CH:15][CH:14]=3)[CH:11]=2)[N:6]([S:25]([C:22]2[CH:23]=[CH:24][C:19]([CH3:29])=[CH:20][CH:21]=2)(=[O:27])=[O:26])[CH:5]=1. The yield is 0.950. (2) The reactants are C=C[C@@H]1[C@@H]2C[C@H]([C@@H:11]([OH:22])[C:12]3C4C(=CC=CC=4)N=CC=3)N(CC2)C1.N1C=CC=CC=1.[CH3:29][NH:30][C:31]([C:33]1[CH:42]=[CH:41][C:40]2[C:35](=[CH:36][CH:37]=[C:38]([C:43]([C:45]3[N:46]=[CH:47][N:48]([C:50]([C:63]4[CH:68]=[CH:67][CH:66]=[CH:65][CH:64]=4)([C:57]4[CH:62]=[CH:61][CH:60]=[CH:59][CH:58]=4)[C:51]4[CH:56]=[CH:55][CH:54]=[CH:53][CH:52]=4)[CH:49]=3)=[O:44])[CH:39]=2)[CH:34]=1)=[O:32].Cl.[O:70]1CC[CH2:72][CH2:71]1. The catalyst is C(OCC)(=O)C. The product is [OH:44][C@@:43]([C:38]1[CH:37]=[CH:36][C:35]2[C:40](=[CH:41][CH:42]=[C:33]([C:31]([NH:30][CH3:29])=[O:32])[CH:34]=2)[CH:39]=1)([C:45]1[N:46]=[CH:47][N:48]([C:50]([C:51]2[CH:56]=[CH:55][CH:54]=[CH:53][CH:52]=2)([C:57]2[CH:58]=[CH:59][CH:60]=[CH:61][CH:62]=2)[C:63]2[CH:68]=[CH:67][CH:66]=[CH:65][CH:64]=2)[CH:49]=1)[CH2:72][C:71]([O:22][CH2:11][CH3:12])=[O:70]. The yield is 0.830. (3) The product is [NH2:19][C:15]1[CH:14]=[C:13]2[C:18](=[CH:17][CH:16]=1)[N:10]([S:7]([CH:1]1[CH2:2][CH2:3][CH2:4][CH2:5][CH2:6]1)(=[O:9])=[O:8])[CH:11]=[C:12]2[C:22]1[CH2:23][CH2:24][N:25]([CH3:28])[CH2:26][CH:27]=1. The yield is 0.400. The reactants are [CH:1]1([S:7]([N:10]2[C:18]3[C:13](=[CH:14][C:15]([N+:19]([O-])=O)=[CH:16][CH:17]=3)[C:12]([C:22]3[CH2:23][CH2:24][N:25]([CH3:28])[CH2:26][CH:27]=3)=[CH:11]2)(=[O:9])=[O:8])[CH2:6][CH2:5][CH2:4][CH2:3][CH2:2]1. The catalyst is C(O)C.[Pd].